This data is from Forward reaction prediction with 1.9M reactions from USPTO patents (1976-2016). The task is: Predict the product of the given reaction. (1) Given the reactants [F:1][C:2]1[CH:10]=[CH:9][C:5]([C:6]([OH:8])=O)=[CH:4][C:3]=1[CH3:11].CN(C(ON1N=NC2C=CC=CC1=2)=[N+](C)C)C.[B-](F)(F)(F)F.CN1CCOCC1.[CH3:41][CH:42]([CH3:52])[C@H:43]([NH:50][CH3:51])[CH2:44][N:45]1[CH2:48][CH:47]([OH:49])[CH2:46]1.[OH-].[Na+], predict the reaction product. The product is: [F:1][C:2]1[CH:10]=[CH:9][C:5]([C:6]([N:50]([C@@H:43]([CH:42]([CH3:52])[CH3:41])[CH2:44][N:45]2[CH2:46][CH:47]([OH:49])[CH2:48]2)[CH3:51])=[O:8])=[CH:4][C:3]=1[CH3:11]. (2) Given the reactants [CH3:1][C:2]1[NH:6][N:5]=[C:4]([C:7]([O:9]C)=[O:8])[CH:3]=1.[OH-].[Na+].O, predict the reaction product. The product is: [CH3:1][C:2]1[NH:6][N:5]=[C:4]([C:7]([OH:9])=[O:8])[CH:3]=1. (3) The product is: [CH3:27][C:28]([CH3:33])([CH3:32])[C:29]([NH:1][CH2:2][CH:3]1[CH2:8][CH:7]([C:9]2[CH:14]=[CH:13][C:12]([C:15]([F:17])([F:16])[F:18])=[CH:11][CH:10]=2)[CH2:6][N:5]([C:19]([N:21]2[CH2:26][CH2:25][O:24][CH2:23][CH2:22]2)=[O:20])[CH2:4]1)=[O:30]. Given the reactants [NH2:1][CH2:2][CH:3]1[CH2:8][CH:7]([C:9]2[CH:14]=[CH:13][C:12]([C:15]([F:18])([F:17])[F:16])=[CH:11][CH:10]=2)[CH2:6][N:5]([C:19]([N:21]2[CH2:26][CH2:25][O:24][CH2:23][CH2:22]2)=[O:20])[CH2:4]1.[CH3:27][C:28]([CH3:33])([CH3:32])[C:29](Cl)=[O:30], predict the reaction product.